From a dataset of Full USPTO retrosynthesis dataset with 1.9M reactions from patents (1976-2016). Predict the reactants needed to synthesize the given product. (1) The reactants are: FC(F)(F)C(OC(=O)C(F)(F)F)=O.[Br:14][C:15]1[C:23]([O:24][CH3:25])=[CH:22][C:18]([C:19]([NH2:21])=O)=[CH:17][C:16]=1[O:26][CH3:27].N1C=CC=CC=1. Given the product [Br:14][C:15]1[C:23]([O:24][CH3:25])=[CH:22][C:18]([C:19]#[N:21])=[CH:17][C:16]=1[O:26][CH3:27], predict the reactants needed to synthesize it. (2) Given the product [Cl:1][C:2]1[CH:7]=[CH:6][C:5]([C:8]2[CH:13]=[C:12]([C:14]([F:15])([F:16])[F:17])[N:11]=[C:10]([C:18]3[N:19]=[C:27]([C:26]4[CH:30]=[CH:31][C:23]([NH2:22])=[N:24][CH:25]=4)[O:21][N:20]=3)[N:9]=2)=[CH:4][CH:3]=1, predict the reactants needed to synthesize it. The reactants are: [Cl:1][C:2]1[CH:7]=[CH:6][C:5]([C:8]2[CH:13]=[C:12]([C:14]([F:17])([F:16])[F:15])[N:11]=[C:10]([C:18]([NH:20][OH:21])=[NH:19])[N:9]=2)=[CH:4][CH:3]=1.[NH2:22][C:23]1[CH:31]=[CH:30][C:26]([C:27](O)=O)=[CH:25][N:24]=1.